From a dataset of Peptide-MHC class I binding affinity with 185,985 pairs from IEDB/IMGT. Regression. Given a peptide amino acid sequence and an MHC pseudo amino acid sequence, predict their binding affinity value. This is MHC class I binding data. (1) The peptide sequence is KTSKTTILSK. The MHC is HLA-A31:01 with pseudo-sequence HLA-A31:01. The binding affinity (normalized) is 0.469. (2) The peptide sequence is FMLNVSYLC. The MHC is HLA-A02:02 with pseudo-sequence HLA-A02:02. The binding affinity (normalized) is 0.512.